This data is from Experimentally validated miRNA-target interactions with 360,000+ pairs, plus equal number of negative samples. The task is: Binary Classification. Given a miRNA mature sequence and a target amino acid sequence, predict their likelihood of interaction. (1) The miRNA is hsa-miR-4700-5p with sequence UCUGGGGAUGAGGACAGUGUGU. The protein sequence of the target gene is MVSTSIPEVKALRSSVSDYGNYDIIVRHYNYTGKLNIGAEKDHGIKLTSVVFILICCFIILENIFVLLTIWKTKKFHRPMYYFIGNLALSDLLAGVAYTANLLLSGATTYKLTPAQWFLREGSMFVALSASVFSLLAIAIERYITMLKMKLHNGSNSSRSFLLISACWVISLILGGLPIMGWNCISSLSSCSTVLPLYHKHYILFCTTVFTLLLLSIVILYCRIYSLVRTRSRRLTFRKNISKASRSSEKSLALLKTVIIVLSVFIACWAPLFILLLLDVGCKAKTCDILYKAEYFLVLA.... Result: 0 (no interaction). (2) The miRNA is mmu-miR-7026-5p with sequence UUCUGAGACCAUGGGGUAUAU. The protein sequence of the target gene is MYCCSAQDSKMDYKRRFLLGGSKQKVQQHQQYPMPELGRALSAPLASTATTAPLGSLTAAGSCHHAMPHTTPIADIQQGISKYLDALNVFCRASTFLTDLFSTVFRNSHYSKAATQLKDVQEHVMEAASRLTSAIKPEIAKMLMELSAGAANFTDQKEFSLQDIEVLGRCFLTVVQVHFQFLTHALQKVQPVAHSCFAEVIVPEKKNSGSGGGLSGMGHTPEVEEAVRSWRGAAEATSRLRERGCDGCLAGIEVQQLFCSQSAAIPEHQLKELNIKIDSALQAYKIALESLGHCEYAMKA.... Result: 0 (no interaction). (3) The miRNA is hsa-miR-645 with sequence UCUAGGCUGGUACUGCUGA. The protein sequence of the target gene is MMLQHPGQVSASEVSATAIVPCLSPPGSLVFEDFANLTPFVKEELRFAIQNKHLCHRMSSALESVTVNNRPLEMSVTKSEAAPEEDERKRRRRERNKIAAAKCRNKKKEKTECLQKESEKLESVNAELKAQIEELKNEKQHLIYMLNLHRPTCIVRAQNGRTPEDERNLFIQQIKEGTLQS. Result: 0 (no interaction). (4) The miRNA is hsa-miR-4747-5p with sequence AGGGAAGGAGGCUUGGUCUUAG. The protein sequence of the target gene is MTFDDLKIQTVKDQPDEKSNGKKAKGLQFLYSPWWCLAAATLGVLCLGLVVTIMVLGMQLSQVSDLLTQEQANLTHQKKKLEGQISARQQAEEASQESENELKEMIETLARKLNEKSKEQMELHHQNLNLQETLKRVANCSAPCPQDWIWHGENCYLFSSGSFNWEKSQEKCLSLDAKLLKINSTADLDFIQQAISYSSFPFWMGLSRRNPSYPWLWEDGSPLMPHLFRVRGAVSQTYPSGTCAYIQRGAVYAENCILAAFSICQKKANLRAQ. Result: 1 (interaction). (5) Result: 0 (no interaction). The protein sequence of the target gene is MEDDAPVIYGLEFQARALTPQTAETDAIRFLVGTQSLKYDNQIHIIDFDDENNIINKNVLLHQAGEIWHISASPADRGVLTTCYNRTSDSKVLTCAAVWRMPKELESGSHESPDDSSSTAQTLELLCHLDNTAHGNMACVVWEPMGDGKKIISLADNHILLWDLQESSSQAVLASSASLEGKGQLKFTSGRWSPHHNCTQVATANDTTLRGWDTRSMSQIYCIENAHGQLVRDLDFNPNKQYYLASCGDDCKVKFWDTRNVTEPVKTLEEHSHWVWNVRYNHSHDQLVLTGSSDSRVILS.... The miRNA is hsa-miR-1248 with sequence ACCUUCUUGUAUAAGCACUGUGCUAAA. (6) The miRNA is hsa-miR-4465 with sequence CUCAAGUAGUCUGACCAGGGGA. The protein sequence of the target gene is MAHGPGALMLKCVVVGDGAVGKTCLLMSYANDAFPEEYVPTVFDHYAVSVTVGGKQYLLGLYDTAGQEDYDRLRPLSYPMTDVFLICFSVVNPASFQNVKEEWVPELKEYAPNVPFLLIGTQIDLRDDPKTLARLNDMKEKPICVEQGQKLAKEIGACCYVECSALTQKGLKTVFDEAIIAILTPKKHTVKKRIGSRCINCCLIT. Result: 1 (interaction). (7) The miRNA is cel-miR-40-3p with sequence UCACCGGGUGUACAUCAGCUAA. The protein sequence of the target gene is MENEIFTPLLEQFMTSPLVTWVKTFGPLAAGNGTNLDEYVALVDGVFLNQVMLQINPKLESQRVNKKVNNDASLRMHNLSILVRQIKFYYQETLQQLIMMSLPNVLIIGKNPFSEQGTEEVKKLLLLLLGCAVQCQKKEEFIERIQGLDFDTKAAVAAHIQEVTHNQENVFDLQWMEVTDMSQEDIEPLLKNMALHLKRLIDERDEHSETIIELSEERDGLHFLPHASSSAQSPCGSPGMKRTESRQHLSVELADAKAKIRRLRQELEEKTEQLLDCKQELEQMEIELKRLQQENMNLLS.... Result: 0 (no interaction). (8) The miRNA is hsa-miR-4786-3p with sequence UGAAGCCAGCUCUGGUCUGGGC. The protein sequence of the target gene is MGRAGGGGPGRGPPPLLLFLGAALVLASGAVPAREAGSAVEAEELVKGSPAWEPPANDTREEAGPPAAGEDEASWTAPGGELAGPEEVLQESAAVTGTAWLEADSPGLGGVTAEAGSGDAQALPATLQAPHEVLGQSIMPPAIPEATEASGPPSPTPGDKLSPASELPKESPLEVWLNLGGSTPDPQGPELTYPFQGTLEPQPASDIIDIDYFEGLDGEGRGADLGSFPGSPGTSENHPDTEGETPSWSLLDLYDDFTPFDESDFYPTTSFYDDLDEEEEEEEDDKDAVGGGDLEDENEL.... Result: 0 (no interaction). (9) The miRNA is hsa-miR-488-5p with sequence CCCAGAUAAUGGCACUCUCAA. The protein sequence of the target gene is MYRSGERLLGSHALPAEQRDFLPLETTNNNNNHHQPGAWARRAGSSASSPPSASSSPHPSAAVPAADPADSASGSSNKRKRDNKASGGRAAGGGRADGGGVVYSGTPWKRRNYNQGVVGLHEEISDFYEYMSPRPEEEKMRMEVVNRIESVIKELWPSADVQIFGSFKTGLYLPTSDIDLVVFGKWENLPLWTLEEALRKHKVADEDSVKVLDKATVPIIKLTDSFTEVKVDISFNVQNGVRAADLIKDFTKKYPVLPYLVLVLKQFLLQRDLNEVFTGGIGSYSLFLMAVSFLQLHPRE.... Result: 0 (no interaction).